This data is from Peptide-MHC class I binding affinity with 185,985 pairs from IEDB/IMGT. The task is: Regression. Given a peptide amino acid sequence and an MHC pseudo amino acid sequence, predict their binding affinity value. This is MHC class I binding data. The binding affinity (normalized) is 0.778. The peptide sequence is RRSPFLQVF. The MHC is Mamu-B08 with pseudo-sequence Mamu-B08.